This data is from Full USPTO retrosynthesis dataset with 1.9M reactions from patents (1976-2016). The task is: Predict the reactants needed to synthesize the given product. (1) Given the product [CH3:22][C:23]1[C:27]([C:28]2[CH:29]=[C:30]([CH:47]([OH:48])[C:17]3[CH:18]=[N:19][CH:20]=[CH:21][N:16]=3)[C:31]3[N:3]=[C:33]([O:44][CH2:45][CH3:46])[N:34]([C:37]([O:39][C:40]([CH3:41])([CH3:42])[CH3:43])=[O:38])[C:35]=3[CH:36]=2)=[C:26]([CH3:49])[O:25][N:24]=1, predict the reactants needed to synthesize it. The reactants are: CC1(C)CCCC(C)(C)[NH:3]1.C([Li])CCC.[N:16]1[CH:21]=[CH:20][N:19]=[CH:18][CH:17]=1.[CH3:22][C:23]1[C:27]([C:28]2[CH:36]=[C:35]3[C:31](C=[C:33]([O:44][CH2:45][CH3:46])[N:34]3[C:37]([O:39][C:40]([CH3:43])([CH3:42])[CH3:41])=[O:38])=[C:30]([CH:47]=[O:48])[CH:29]=2)=[C:26]([CH3:49])[O:25][N:24]=1. (2) Given the product [CH2:19]([C:2]1[CH:3]=[CH:4][CH:5]=[CH:6][C:1]=1[OH:7])[CH2:18][CH2:17][CH2:16][CH2:15][CH2:14][CH2:13][CH2:12][CH2:11][CH2:10][CH2:9][CH3:8], predict the reactants needed to synthesize it. The reactants are: [C:1]1([OH:7])[CH:6]=[CH:5][CH:4]=[CH:3][CH:2]=1.[CH2:8]=[CH:9][CH2:10][CH2:11][CH2:12][CH2:13][CH2:14][CH2:15][CH2:16][CH2:17][CH2:18][CH3:19]. (3) Given the product [CH3:1][C@H:2]([NH:11][CH3:12])[C@@H:3]([OH:10])[C:4]1[CH:5]=[CH:6][CH:7]=[CH:8][CH:9]=1, predict the reactants needed to synthesize it. The reactants are: [CH3:1][C@H:2]([NH:11][CH3:12])[C@@H:3]([OH:10])[C:4]1[CH:5]=[CH:6][CH:7]=[CH:8][CH:9]=1.Cl. (4) Given the product [F:11][C:5]1[CH:6]=[CH:7][CH:8]=[C:9]([F:10])[C:4]=1[C:2]1[N:29]([CH3:28])[N:30]=[C:12]([C:13]([O:15][CH2:16][CH3:17])=[O:14])[CH:1]=1, predict the reactants needed to synthesize it. The reactants are: [CH3:1][C:2]([C:4]1[C:9]([F:10])=[CH:8][CH:7]=[CH:6][C:5]=1[F:11])=O.[C:12](OCC)(=O)[C:13]([O:15][CH2:16][CH3:17])=[O:14].CC(C)([O-])C.[Na+].[CH3:28][NH:29][NH2:30]. (5) Given the product [CH3:9][N:11]1[C:5](=[O:7])[CH2:6][C@H:2]([CH3:1])[C:3]1=[O:4], predict the reactants needed to synthesize it. The reactants are: [CH3:1][C@H:2]1[CH2:6][C:5](=[O:7])[O:4][C:3]1=O.[CH2:9]([N:11](CC)CC)C.Cl.CN.C1N=CN(C(N2C=NC=C2)=O)C=1. (6) The reactants are: C(O[C:4]([CH2:6][C:7]1[NH:8][C:9]2[CH2:14][CH2:13][N:12]([C:15]([O:17][CH2:18][C:19]3[CH:24]=[CH:23][CH:22]=[CH:21][CH:20]=3)=[O:16])[CH2:11][C:10]=2[N:25]=1)=O)C.Cl.[NH2:27][C:28]1[CH:29]=[C:30]([NH:35][C:36]([NH2:38])=[NH:37])[CH:31]=[CH:32][C:33]=1[NH2:34].[CH3:39]N(C)C=O. Given the product [NH:35]([C:30]1[CH:31]=[CH:32][C:33]2[NH:34][C:39]([CH:6]([C:7]3[NH:8][C:9]4[CH2:14][CH2:13][N:12]([C:15]([O:17][CH2:18][C:19]5[CH:20]=[CH:21][CH:22]=[CH:23][CH:24]=5)=[O:16])[CH2:11][C:10]=4[N:25]=3)[CH3:4])=[N:27][C:28]=2[CH:29]=1)[C:36]([NH2:38])=[NH:37], predict the reactants needed to synthesize it. (7) The reactants are: Cl.[CH3:2][C:3]12[CH2:8][C:7]1([CH3:9])[CH2:6][NH:5][CH2:4]2.Cl[CH2:11][C:12]#[C:13][CH2:14][OH:15].C(N(CC)CC)C. Given the product [CH3:2][C:3]12[CH2:8][C:7]1([CH3:9])[CH2:6][N:5]([CH2:11][C:12]#[C:13][CH2:14][OH:15])[CH2:4]2, predict the reactants needed to synthesize it. (8) Given the product [C:8]([O:7][C@@H:6]1[C@H:16]([O:17][C:18](=[O:25])[C:19]2[CH:20]=[CH:21][CH:22]=[CH:23][CH:24]=2)[C@@H:26]([CH2:28][O:29][C:30](=[O:37])[C:31]2[CH:36]=[CH:35][CH:34]=[CH:33][CH:32]=2)[O:27][CH:5]1[Cl:38])(=[O:15])[C:9]1[CH:14]=[CH:13][CH:12]=[CH:11][CH:10]=1, predict the reactants needed to synthesize it. The reactants are: C(O[C@@H:5]1[O:27][C@H:26]([CH2:28][O:29][C:30](=[O:37])[C:31]2[CH:36]=[CH:35][CH:34]=[CH:33][CH:32]=2)[C@@H:16]([O:17][C:18](=[O:25])[C:19]2[CH:24]=[CH:23][CH:22]=[CH:21][CH:20]=2)[C@H:6]1[O:7][C:8](=[O:15])[C:9]1[CH:14]=[CH:13][CH:12]=[CH:11][CH:10]=1)(=O)C.[Cl:38]CCl.